Dataset: Forward reaction prediction with 1.9M reactions from USPTO patents (1976-2016). Task: Predict the product of the given reaction. (1) Given the reactants [CH3:1][O:2][C:3]([C:5]1[CH:6]=[N:7][C:8]2[C:13]([C:14]=1[O:15][CH3:16])=[CH:12][C:11]([CH:17]=O)=[CH:10][CH:9]=2)=[O:4].[C:19]1([C@@H:25]2[CH2:27][C@H:26]2[NH:28][C:29]2[S:30][CH2:31][C:32](=[O:34])[N:33]=2)[CH:24]=[CH:23][CH:22]=[CH:21][CH:20]=1.N1CCCCC1, predict the reaction product. The product is: [CH3:1][O:2][C:3]([C:5]1[CH:6]=[N:7][C:8]2[C:13]([C:14]=1[O:15][CH3:16])=[CH:12][C:11](/[CH:17]=[C:31]1/[C:32](=[O:34])[N:33]=[C:29]([NH:28][C@@H:26]3[CH2:27][C@H:25]3[C:19]3[CH:20]=[CH:21][CH:22]=[CH:23][CH:24]=3)[S:30]/1)=[CH:10][CH:9]=2)=[O:4]. (2) Given the reactants [CH3:1]/[C:2](/[CH2:8][CH2:9]/[CH:10]=[C:11](\[CH3:18])/[CH2:12][CH2:13][CH:14]=[C:15]([CH3:17])[CH3:16])=[CH:3]\[CH2:4][C:5]([OH:7])=[O:6].[CH3:19][O:20][C:21](=[O:30])[C@@H:22]([C:24]1[CH:29]=[CH:28][CH:27]=[CH:26][CH:25]=1)O.CO.C1(N=C=NC2CCCCC2)CCCCC1, predict the reaction product. The product is: [CH3:19][O:20][C:21]([C@H:22]([O:6][C:5](=[O:7])[CH2:4]/[CH:3]=[C:2](\[CH3:1])/[CH2:8][CH2:9]/[CH:10]=[C:11](\[CH3:18])/[CH2:12][CH2:13][CH:14]=[C:15]([CH3:17])[CH3:16])[C:24]1[CH:29]=[CH:28][CH:27]=[CH:26][CH:25]=1)=[O:30]. (3) Given the reactants [C:1]([O:4][CH2:5][C@@H:6]1[CH:11]=[CH:10][CH2:9][C@H:8]([C:12]#[N:13])[O:7]1)(=[O:3])[CH3:2].C(OC[C@@H]1CC=C[C@H](C#N)O1)(=O)C, predict the reaction product. The product is: [C:1]([O:4][CH2:5][C@@H:6]1[CH2:11][CH2:10][CH2:9][C@H:8]([C:12]#[N:13])[O:7]1)(=[O:3])[CH3:2]. (4) Given the reactants [CH2:1]([O:3][C:4]([CH:6]([NH:15][C@H:16]([C:18]([OH:20])=O)[CH3:17])[CH2:7][CH2:8][C:9]1[CH:14]=[CH:13][CH:12]=[CH:11][CH:10]=1)=[O:5])[CH3:2].[NH:21]1[C@@H:29]2[C@H:24]([CH2:25][CH2:26][CH2:27][CH2:28]2)[CH2:23][C@H:22]1[C:30]([OH:32])=[O:31].F[P-](F)(F)(F)(F)F.N1(OC(N(C)C)=[N+](C)C)C2C=CC=CC=2N=N1.[Na+].[Cl-], predict the reaction product. The product is: [CH3:2][CH2:1][O:3][C:4]([C@@H:6]([NH:15][C@H:16]([C:18]([N:21]1[C@H:22]([C:30]([OH:32])=[O:31])[CH2:23][C@@H:24]2[C@@H:29]1[CH2:28][CH2:27][CH2:26][CH2:25]2)=[O:20])[CH3:17])[CH2:7][CH2:8][C:9]1[CH:10]=[CH:11][CH:12]=[CH:13][CH:14]=1)=[O:5]. (5) The product is: [CH3:37][O:39][C:40](=[O:43])[CH2:41][NH:42][CH2:34][CH2:33][O:32][C:30]1[CH:29]=[CH:28][C:25]2[N:26]3[CH:27]=[C:20]([C:17]4[CH:18]=[CH:19][C:14]([NH:13][C:11]([NH:10][C:7]5[CH:6]=[C:5]([C:1]([CH3:4])([CH3:3])[CH3:2])[O:9][N:8]=5)=[O:12])=[CH:15][CH:16]=4)[N:21]=[C:22]3[S:23][C:24]=2[CH:31]=1. Given the reactants [C:1]([C:5]1[O:9][N:8]=[C:7]([NH:10][C:11]([NH:13][C:14]2[CH:19]=[CH:18][C:17]([C:20]3[N:21]=[C:22]4[N:26]([CH:27]=3)[C:25]3[CH:28]=[CH:29][C:30]([O:32][CH2:33][CH2:34]Cl)=[CH:31][C:24]=3[S:23]4)=[CH:16][CH:15]=2)=[O:12])[CH:6]=1)([CH3:4])([CH3:3])[CH3:2].Cl.[CH2:37]([O:39][C:40](=[O:43])[CH2:41][NH2:42])C.C(=O)([O-])[O-].[K+].[K+], predict the reaction product.